This data is from Catalyst prediction with 721,799 reactions and 888 catalyst types from USPTO. The task is: Predict which catalyst facilitates the given reaction. Reactant: [CH3:1][C:2]1[S:3][C:4]([C:14]2[CH:15]=[C:16]([NH2:20])[CH:17]=[CH:18][CH:19]=2)=[C:5]([C:7]2[CH:12]=[CH:11][N:10]=[C:9]([NH2:13])[CH:8]=2)[N:6]=1.[C:21]1([CH3:31])[CH:26]=[CH:25][C:24]([CH2:27][C:28](O)=[O:29])=[CH:23][CH:22]=1.CCN=C=NCCCN(C)C.Cl. Product: [CH3:1][C:2]1[S:3][C:4]([C:14]2[CH:15]=[C:16]([NH:20][C:28](=[O:29])[CH2:27][C:24]3[CH:25]=[CH:26][C:21]([CH3:31])=[CH:22][CH:23]=3)[CH:17]=[CH:18][CH:19]=2)=[C:5]([C:7]2[CH:12]=[CH:11][N:10]=[C:9]([NH2:13])[CH:8]=2)[N:6]=1. The catalyst class is: 79.